Dataset: Full USPTO retrosynthesis dataset with 1.9M reactions from patents (1976-2016). Task: Predict the reactants needed to synthesize the given product. (1) Given the product [CH2:2]([O:4][C:5]([CH:7]1[CH2:12][CH2:11][N:10]([CH2:13][C:14]2[CH:15]=[CH:16][CH:17]=[CH:18][CH:19]=2)[CH:9]([CH2:26][CH3:27])[C:8]1=[O:20])=[O:6])[CH3:3], predict the reactants needed to synthesize it. The reactants are: Cl.[CH2:2]([O:4][C:5]([CH:7]1[CH2:12][CH2:11][N:10]([CH2:13][C:14]2[CH:19]=[CH:18][CH:17]=[CH:16][CH:15]=2)[CH2:9][C:8]1=[O:20])=[O:6])[CH3:3].C(=O)(O)[O-].[Na+].[CH3:26][CH2:27]OC(C)=O. (2) The reactants are: C(N(CC)C(C)C)(C)C.[S:10]1[C:14]2[CH:15]=[C:16]([C:19]3([C:22]4[N:26]5[N:27]=[C:28]([C:31]6[CH:39]=[CH:38][C:34]([C:35]([OH:37])=O)=[CH:33][CH:32]=6)[CH:29]=[N:30][C:25]5=[N:24][N:23]=4)[CH2:21][CH2:20]3)[CH:17]=[CH:18][C:13]=2[N:12]=[CH:11]1.Cl.[NH2:41][C@@H:42]([C:50]([CH3:53])([CH3:52])[CH3:51])[C:43]([O:45][C:46]([CH3:49])([CH3:48])[CH3:47])=[O:44].F[P-](F)(F)(F)(F)F.N1(O[P+](N(C)C)(N(C)C)N(C)C)C2C=CC=CC=2N=N1. Given the product [S:10]1[C:14]2[CH:15]=[C:16]([C:19]3([C:22]4[N:26]5[N:27]=[C:28]([C:31]6[CH:39]=[CH:38][C:34]([C:35]([NH:41][C@@H:42]([C:50]([CH3:53])([CH3:52])[CH3:51])[C:43]([O:45][C:46]([CH3:48])([CH3:47])[CH3:49])=[O:44])=[O:37])=[CH:33][CH:32]=6)[CH:29]=[N:30][C:25]5=[N:24][N:23]=4)[CH2:21][CH2:20]3)[CH:17]=[CH:18][C:13]=2[N:12]=[CH:11]1, predict the reactants needed to synthesize it. (3) The reactants are: C1(=NO)CCCCC1.[S:9](=[O:13])(=[O:12])([OH:11])[OH:10].[C:14]1(=[O:21])[NH:20][CH2:19][CH2:18][CH2:17][CH2:16][CH2:15]1. Given the product [C:14]1(=[O:21])[NH:20][CH2:19][CH2:18][CH2:17][CH2:16][CH2:15]1.[S:9](=[O:11])(=[O:10])([OH:13])[OH:12].[S:9](=[O:12])(=[O:11])=[O:10], predict the reactants needed to synthesize it. (4) Given the product [Br:1][C:2]1[CH:3]=[CH:4][C:5]([F:20])=[C:6]([C@@:8]2([CH3:19])[NH:13][C:12](=[S:30])[C:11]([CH3:16])([CH3:15])[S:10](=[O:18])(=[O:17])[CH2:9]2)[CH:7]=1, predict the reactants needed to synthesize it. The reactants are: [Br:1][C:2]1[CH:3]=[CH:4][C:5]([F:20])=[C:6]([C@@:8]2([CH3:19])[NH:13][C:12](=O)[C:11]([CH3:16])([CH3:15])[S:10](=[O:18])(=[O:17])[CH2:9]2)[CH:7]=1.COC1C=CC(P2(SP(C3C=CC(OC)=CC=3)(=S)S2)=[S:30])=CC=1.C([O-])(O)=O.[Na+]. (5) Given the product [CH2:13]([C:15]1[N:16]=[C:17]([CH2:46][CH2:47][CH3:48])[N:18]([CH2:31][C:32]2[CH:37]=[CH:36][C:35]([C:38]3[CH:43]=[CH:42][CH:41]=[CH:40][C:39]=3[C:44]3[NH:3][C:4](=[O:7])[O:5][N:45]=3)=[CH:34][CH:33]=2)[C:19](=[O:30])[C:20]=1[O:21][C:22]1[CH:23]=[CH:24][C:25]([CH2:28][CH3:29])=[CH:26][CH:27]=1)[CH3:14], predict the reactants needed to synthesize it. The reactants are: [Cl-].O[NH3+:3].[C:4](=[O:7])([O-])[OH:5].[Na+].CS(C)=O.[CH2:13]([C:15]1[N:16]=[C:17]([CH2:46][CH2:47][CH3:48])[N:18]([CH2:31][C:32]2[CH:37]=[CH:36][C:35]([C:38]3[C:39]([C:44]#[N:45])=[CH:40][CH:41]=[CH:42][CH:43]=3)=[CH:34][CH:33]=2)[C:19](=[O:30])[C:20]=1[O:21][C:22]1[CH:27]=[CH:26][C:25]([CH2:28][CH3:29])=[CH:24][CH:23]=1)[CH3:14]. (6) Given the product [Cl:8][C:9]1[C:10]([C:28]2[CH:29]=[N:30][N:31]3[CH:36]=[CH:35][CH:34]=[CH:33][C:32]=23)=[N:11][C:12]([NH:15][C:16]2[CH:21]=[C:20]([N+:22]([O-:24])=[O:23])[C:19]([N:5]([CH2:4][CH2:3][N:2]([CH3:7])[CH3:1])[CH3:6])=[CH:18][C:17]=2[O:26][CH3:27])=[N:13][CH:14]=1, predict the reactants needed to synthesize it. The reactants are: [CH3:1][N:2]([CH3:7])[CH2:3][CH2:4][NH:5][CH3:6].[Cl:8][C:9]1[C:10]([C:28]2[CH:29]=[N:30][N:31]3[CH:36]=[CH:35][CH:34]=[CH:33][C:32]=23)=[N:11][C:12]([NH:15][C:16]2[CH:21]=[C:20]([N+:22]([O-:24])=[O:23])[C:19](F)=[CH:18][C:17]=2[O:26][CH3:27])=[N:13][CH:14]=1.CCN(C(C)C)C(C)C. (7) Given the product [CH2:8]([O:10][C:11](=[O:12])[NH:13][C:14]([N:5]1[CH2:6][CH2:7][C@@H:3]([OH:2])[CH2:4]1)=[S:15])[CH3:9], predict the reactants needed to synthesize it. The reactants are: Cl.[OH:2][C@@H:3]1[CH2:7][CH2:6][NH:5][CH2:4]1.[CH2:8]([O:10][C:11]([N:13]=[C:14]=[S:15])=[O:12])[CH3:9]. (8) The reactants are: [CH3:1][N:2]1[CH2:7][CH2:6][N:5]([C:8]2[CH:22]=[CH:21][C:11]3[NH:12][C:13]([CH2:15][C:16]([O:18]CC)=O)=[N:14][C:10]=3[CH:9]=2)[CH2:4][CH2:3]1.[NH2:23][C:24]1[CH:25]=[N:26][CH:27]=[CH:28][C:29]=1[C:30]#[N:31]. Given the product [NH2:31][C:30]1[C:29]2[C:24](=[CH:25][N:26]=[CH:27][CH:28]=2)[NH:23][C:16](=[O:18])[C:15]=1[C:13]1[NH:12][C:11]2[CH:21]=[CH:22][C:8]([N:5]3[CH2:4][CH2:3][N:2]([CH3:1])[CH2:7][CH2:6]3)=[CH:9][C:10]=2[N:14]=1, predict the reactants needed to synthesize it. (9) Given the product [Cl:1][C:2]1[CH:3]=[C:4]([OH:30])[CH:5]=[C:6]([Cl:29])[C:7]=1[C:8]1[N:9]=[C:10]2[CH:15]=[CH:14][CH:13]=[C:12]([O:32][CH3:31])[N:11]2[C:17]=1[NH:18][C:19]1[CH:28]=[CH:27][C:22]2[O:23][CH2:24][CH2:25][O:26][C:21]=2[CH:20]=1, predict the reactants needed to synthesize it. The reactants are: [Cl:1][C:2]1[CH:3]=[C:4]([OH:30])[CH:5]=[C:6]([Cl:29])[C:7]=1[C:8]1[N:9]=[C:10]2[CH:15]=[CH:14][CH:13]=[C:12](F)[N:11]2[C:17]=1[NH:18][C:19]1[CH:28]=[CH:27][C:22]2[O:23][CH2:24][CH2:25][O:26][C:21]=2[CH:20]=1.[CH3:31][OH:32].